Dataset: Forward reaction prediction with 1.9M reactions from USPTO patents (1976-2016). Task: Predict the product of the given reaction. Given the reactants [C:1]1([CH:7]([C:53]2[CH:58]=[CH:57][CH:56]=[CH:55][CH:54]=2)[CH2:8][NH:9][C:10]2[N:18]=[C:17]([N:19]3[CH2:23][CH2:22][C@@H:21]([NH:24][C:25]([NH:27][C:28]4[CH:29]=[N:30][CH:31]=[CH:32][CH:33]=4)=[O:26])[CH2:20]3)[N:16]=[C:15]3[C:11]=2[N:12]=[CH:13][N:14]3[C@@H:34]2[CH2:38][C@H:37]([NH:39][C:40](=[O:50])[C@H:41]([O:43]C3C=CC=CC=3)[CH3:42])[C@@H:36]([OH:51])[C@H:35]2[OH:52])[CH:6]=[CH:5][CH:4]=[CH:3][CH:2]=1.C(O)(=O)C, predict the reaction product. The product is: [C:1]1([CH:7]([C:53]2[CH:54]=[CH:55][CH:56]=[CH:57][CH:58]=2)[CH2:8][NH:9][C:10]2[N:18]=[C:17]([N:19]3[CH2:23][CH2:22][C@@H:21]([NH:24][C:25]([NH:27][C:28]4[CH:29]=[N:30][CH:31]=[CH:32][CH:33]=4)=[O:26])[CH2:20]3)[N:16]=[C:15]3[C:11]=2[N:12]=[CH:13][N:14]3[C@@H:34]2[CH2:38][C@H:37]([NH:39][C:40](=[O:50])[C@H:41]([OH:43])[CH3:42])[C@@H:36]([OH:51])[C@H:35]2[OH:52])[CH:6]=[CH:5][CH:4]=[CH:3][CH:2]=1.